This data is from Reaction yield outcomes from USPTO patents with 853,638 reactions. The task is: Predict the reaction yield, written as a fraction of the theoretical maximum amount of product (1.0 means a 100% yield; for example, 0.34 means a 34% yield). The reactants are [Br:1][C:2]1[CH:10]=[CH:9][C:5]([C:6](O)=O)=[CH:4][C:3]=1[Cl:11].[CH2:12]([NH:15][C:16]1[C:17]([NH2:22])=[CH:18][CH:19]=[CH:20][CH:21]=1)[CH2:13][CH3:14]. No catalyst specified. The product is [Br:1][C:2]1[CH:10]=[CH:9][C:5]([C:6]2[N:15]([CH2:12][CH2:13][CH3:14])[C:16]3[CH:21]=[CH:20][CH:19]=[CH:18][C:17]=3[N:22]=2)=[CH:4][C:3]=1[Cl:11]. The yield is 0.710.